From a dataset of CYP2C9 substrate classification data from Carbon-Mangels et al.. Regression/Classification. Given a drug SMILES string, predict its absorption, distribution, metabolism, or excretion properties. Task type varies by dataset: regression for continuous measurements (e.g., permeability, clearance, half-life) or binary classification for categorical outcomes (e.g., BBB penetration, CYP inhibition). Dataset: cyp2c9_substrate_carbonmangels. The compound is COc1ccc2c3c1O[C@H]1[C@@H](O)C=C[C@H]4[C@@H](C2)N(C)CC[C@]314. The result is 0 (non-substrate).